This data is from Catalyst prediction with 721,799 reactions and 888 catalyst types from USPTO. The task is: Predict which catalyst facilitates the given reaction. (1) Reactant: [C:1]([C:5]1[CH:10]=[CH:9][C:8]([NH:11][C:12]([CH:14]2[O:19][C:18]3[CH:20]=[CH:21][CH:22]=[CH:23][C:17]=3[N:16]([C:24]([O:26][CH2:27][CH3:28])=[O:25])[CH2:15]2)=[O:13])=[CH:7][C:6]=1[OH:29])([CH3:4])([CH3:3])[CH3:2].[H-].[Na+].[CH3:32]I. Product: [C:1]([C:5]1[CH:10]=[CH:9][C:8]([N:11]([CH3:32])[C:12]([CH:14]2[O:19][C:18]3[CH:20]=[CH:21][CH:22]=[CH:23][C:17]=3[N:16]([C:24]([O:26][CH2:27][CH3:28])=[O:25])[CH2:15]2)=[O:13])=[CH:7][C:6]=1[OH:29])([CH3:4])([CH3:2])[CH3:3]. The catalyst class is: 1. (2) Reactant: C(=O)([O-])[O-].[K+].[K+].C([O:10][CH2:11][C@@H:12]1[CH2:17][C@H:16]([CH2:18][C:19](=[O:27])[N:20]([CH:24]([CH3:26])[CH3:25])[CH:21]([CH3:23])[CH3:22])[O:15][C:14]([CH3:29])([CH3:28])[O:13]1)(=O)C. Product: [OH:10][CH2:11][C@H:12]1[O:13][C:14]([CH3:28])([CH3:29])[O:15][C@@H:16]([CH2:18][C:19]([N:20]([CH:21]([CH3:23])[CH3:22])[CH:24]([CH3:25])[CH3:26])=[O:27])[CH2:17]1. The catalyst class is: 5. (3) Reactant: [O:1]1[CH2:3][C@H:2]1[CH2:4][O:5][C:6]1[CH:13]=[CH:12][C:9]([C:10]#[N:11])=[CH:8][CH:7]=1.[CH2:14]1[CH:18]2[CH2:19][NH:20][CH2:21][CH:17]2[CH2:16][N:15]1[C:22]([O:24][C:25]([CH3:28])([CH3:27])[CH3:26])=[O:23]. Product: [C:10]([C:9]1[CH:12]=[CH:13][C:6]([O:5][CH2:4][C@@H:2]([OH:1])[CH2:3][N:20]2[CH2:19][CH:18]3[CH2:14][N:15]([C:22]([O:24][C:25]([CH3:28])([CH3:27])[CH3:26])=[O:23])[CH2:16][CH:17]3[CH2:21]2)=[CH:7][CH:8]=1)#[N:11]. The catalyst class is: 32. (4) The catalyst class is: 177. Reactant: [Cl:1][C:2]1[C:3]([C:36]([F:39])([F:38])[F:37])=[CH:4][C:5]2[N:9]=[C:8]([CH:10]([OH:12])[CH3:11])[N:7]([C:13]3[CH:18]=[CH:17][C:16]([CH2:19][CH2:20][NH:21][C:22]([NH:24][S:25]([C:28]4[CH:33]=[CH:32][C:31]([CH3:34])=[CH:30][CH:29]=4)(=[O:27])=[O:26])=[O:23])=[CH:15][CH:14]=3)[C:6]=2[CH:35]=1. Product: [C:10]([C:8]1[N:7]([C:13]2[CH:18]=[CH:17][C:16]([CH2:19][CH2:20][NH:21][C:22]([NH:24][S:25]([C:28]3[CH:33]=[CH:32][C:31]([CH3:34])=[CH:30][CH:29]=3)(=[O:27])=[O:26])=[O:23])=[CH:15][CH:14]=2)[C:6]2[CH:35]=[C:2]([Cl:1])[C:3]([C:36]([F:38])([F:39])[F:37])=[CH:4][C:5]=2[N:9]=1)(=[O:12])[CH3:11].